This data is from Reaction yield outcomes from USPTO patents with 853,638 reactions. The task is: Predict the reaction yield, written as a fraction of the theoretical maximum amount of product (1.0 means a 100% yield; for example, 0.34 means a 34% yield). The reactants are [Cl:1][C:2]1[CH:3]=[C:4]([C@@H:8]([C@@H:17]2[O:22][CH2:21][CH2:20][N:19]([C:23](=[O:47])[NH:24][C@H:25]([C@H:33]([OH:46])[CH2:34][N:35](C)[C:36](OCC[Si](C)(C)C)=O)[CH2:26][CH:27]3[CH2:32][CH2:31][O:30][CH2:29][CH2:28]3)[CH2:18]2)[O:9][CH2:10][CH2:11][NH:12][C:13](=[O:16])[O:14][CH3:15])[CH:5]=[CH:6][CH:7]=1.[N+](CC)(CC)(CC)CC.[F-]. The catalyst is CC#N. The product is [Cl:1][C:2]1[CH:3]=[C:4]([C@@H:8]([C@@H:17]2[O:22][CH2:21][CH2:20][N:19]([C:23](=[O:47])[NH:24][C@H:25]([C@H:33]([OH:46])[CH2:34][NH:35][CH3:36])[CH2:26][CH:27]3[CH2:32][CH2:31][O:30][CH2:29][CH2:28]3)[CH2:18]2)[O:9][CH2:10][CH2:11][NH:12][C:13](=[O:16])[O:14][CH3:15])[CH:5]=[CH:6][CH:7]=1. The yield is 0.120.